From a dataset of NCI-60 drug combinations with 297,098 pairs across 59 cell lines. Regression. Given two drug SMILES strings and cell line genomic features, predict the synergy score measuring deviation from expected non-interaction effect. Synergy scores: CSS=-0.528, Synergy_ZIP=-0.340, Synergy_Bliss=-1.84, Synergy_Loewe=-6.47, Synergy_HSA=-2.99. Cell line: OVCAR-4. Drug 2: CNC(=O)C1=NC=CC(=C1)OC2=CC=C(C=C2)NC(=O)NC3=CC(=C(C=C3)Cl)C(F)(F)F. Drug 1: C1=NC2=C(N=C(N=C2N1C3C(C(C(O3)CO)O)F)Cl)N.